This data is from Forward reaction prediction with 1.9M reactions from USPTO patents (1976-2016). The task is: Predict the product of the given reaction. Given the reactants [CH2:1]([OH:5])[CH2:2][CH2:3][OH:4].C(N([CH2:11][CH3:12])CC)C.[C:13](Cl)(=[O:16])[CH:14]=[CH2:15].C[C:19](N(C)C)=[O:20], predict the reaction product. The product is: [C:13]([O:4][CH2:3][CH2:2][CH2:1][O:5][C:19](=[O:20])[CH:11]=[CH2:12])(=[O:16])[CH:14]=[CH2:15].